This data is from Forward reaction prediction with 1.9M reactions from USPTO patents (1976-2016). The task is: Predict the product of the given reaction. (1) The product is: [CH:31]1([N:30]([CH3:29])[C:26]([CH:24]2[CH2:23][CH2:22][C:21]3[C:14]4[C:13]([NH:12][C:4]5[CH:5]=[C:6]6[C:10](=[CH:11][C:3]=5[O:2][CH3:1])[NH:9][N:8]=[CH:7]6)=[N:18][CH:17]=[N:16][C:15]=4[S:19][C:20]=3[CH2:25]2)=[O:27])[CH2:33][CH2:32]1. Given the reactants [CH3:1][O:2][C:3]1[CH:11]=[C:10]2[C:6]([CH:7]=[N:8][NH:9]2)=[CH:5][C:4]=1[NH:12][C:13]1[C:14]2[C:21]3[CH2:22][CH2:23][CH:24]([C:26](O)=[O:27])[CH2:25][C:20]=3[S:19][C:15]=2[N:16]=[CH:17][N:18]=1.[CH3:29][NH:30][CH:31]1[CH2:33][CH2:32]1, predict the reaction product. (2) Given the reactants [S:1]([O:8]S(C(F)(F)F)(=O)=O)([C:4]([F:7])([F:6])[F:5])(=[O:3])=[O:2].O[C:17]1[CH:18]=[C:19]([CH:24]=[CH:25][CH:26]=1)[C:20]([O:22][CH3:23])=[O:21].C(C1C=C(C)C=C(C(C)(C)C)N=1)(C)(C)C, predict the reaction product. The product is: [F:5][C:4]([F:7])([F:6])[S:1]([O:8][C:17]1[CH:18]=[C:19]([CH:24]=[CH:25][CH:26]=1)[C:20]([O:22][CH3:23])=[O:21])(=[O:3])=[O:2].